Dataset: Forward reaction prediction with 1.9M reactions from USPTO patents (1976-2016). Task: Predict the product of the given reaction. (1) Given the reactants [CH:1]([N:4]1[CH2:9][CH2:8][N:7]([C:10]2[N:15]=[CH:14][C:13]([N+:16]([O-])=O)=[CH:12][N:11]=2)[CH2:6][CH2:5]1)([CH3:3])[CH3:2], predict the reaction product. The product is: [CH:1]([N:4]1[CH2:5][CH2:6][N:7]([C:10]2[N:15]=[CH:14][C:13]([NH2:16])=[CH:12][N:11]=2)[CH2:8][CH2:9]1)([CH3:3])[CH3:2]. (2) Given the reactants Cl.[NH2:2][CH:3]([CH2:8][OH:9])[C:4]([O:6][CH3:7])=[O:5].C(N(CC)CC)C.[F:17][C:18]([F:29])([F:28])[C:19]1[CH:27]=[CH:26][C:22]([C:23](Cl)=[O:24])=[CH:21][CH:20]=1, predict the reaction product. The product is: [OH:9][CH2:8][CH:3]([NH:2][C:23]([C:22]1[CH:21]=[CH:20][C:19]([C:18]([F:17])([F:28])[F:29])=[CH:27][CH:26]=1)=[O:24])[C:4]([O:6][CH3:7])=[O:5]. (3) Given the reactants [Cl:1][C:2]1[CH:28]=[C:27]([O:29][CH2:30][CH3:31])[CH:26]=[CH:25][C:3]=1[CH2:4][N:5]1[C:9]2[CH:10]=[C:11](B3OC(C)(C)C(C)(C)O3)[CH:12]=[C:13]([CH3:14])[C:8]=2[N:7]=[C:6]1[CH3:24].Br[C:33]1[S:37][C:36]([C:38]([O:40][CH2:41][CH3:42])=[O:39])=[CH:35][CH:34]=1, predict the reaction product. The product is: [Cl:1][C:2]1[CH:28]=[C:27]([O:29][CH2:30][CH3:31])[CH:26]=[CH:25][C:3]=1[CH2:4][N:5]1[C:9]2[CH:10]=[C:11]([C:33]3[S:37][C:36]([C:38]([O:40][CH2:41][CH3:42])=[O:39])=[CH:35][CH:34]=3)[CH:12]=[C:13]([CH3:14])[C:8]=2[N:7]=[C:6]1[CH3:24].